This data is from Reaction yield outcomes from USPTO patents with 853,638 reactions. The task is: Predict the reaction yield, written as a fraction of the theoretical maximum amount of product (1.0 means a 100% yield; for example, 0.34 means a 34% yield). (1) The reactants are Cl[CH2:2][C:3](=O)[CH3:4].[Br:6][C:7]1[CH:8]=[C:9]([O:17][C:18]2[CH:19]=[C:20]([CH:26]=[CH:27][C:28]=2[Cl:29])[C:21]([O:23][CH2:24][CH3:25])=[O:22])[C:10]([NH:13][C:14]([NH2:16])=[S:15])=[N:11][CH:12]=1.C(N(CC)CC)C. The catalyst is C(O)C. The product is [Br:6][C:7]1[CH:8]=[C:9]([O:17][C:18]2[CH:19]=[C:20]([CH:26]=[CH:27][C:28]=2[Cl:29])[C:21]([O:23][CH2:24][CH3:25])=[O:22])[C:10]([NH:13][C:14]2[S:15][CH:2]=[C:3]([CH3:4])[N:16]=2)=[N:11][CH:12]=1. The yield is 0.770. (2) The reactants are [CH3:1][C:2]1[N:3]([C:7]2[CH:13]=[CH:12][C:10](N)=[CH:9][CH:8]=2)[CH:4]=[CH:5][N:6]=1.N([O-])=O.[Na+].[BrH:18]. The catalyst is O. The product is [Br:18][C:10]1[CH:12]=[CH:13][C:7]([N:3]2[CH:4]=[CH:5][N:6]=[C:2]2[CH3:1])=[CH:8][CH:9]=1. The yield is 0.510. (3) The reactants are [CH3:1][C:2]1([CH3:26])[CH2:11][CH2:10][C:9]([CH3:13])([CH3:12])[C:8]2[CH:7]=[C:6]([Se:14][C:15]#[C:16][C:17]3[CH:25]=[CH:24][C:20]([C:21]([OH:23])=O)=[CH:19][CH:18]=3)[CH:5]=[CH:4][C:3]1=2.CN(C)CCCN=C=NCC.[NH2:38][C:39]1[CH:44]=[CH:43][C:42]([OH:45])=[CH:41][CH:40]=1.O. The catalyst is C1COCC1.C(OCC)(=O)C. The product is [OH:45][C:42]1[CH:43]=[CH:44][C:39]([NH:38][C:21](=[O:23])[C:20]2[CH:19]=[CH:18][C:17]([C:16]#[C:15][Se:14][C:6]3[CH:5]=[CH:4][C:3]4[C:2]([CH3:1])([CH3:26])[CH2:11][CH2:10][C:9]([CH3:12])([CH3:13])[C:8]=4[CH:7]=3)=[CH:25][CH:24]=2)=[CH:40][CH:41]=1. The yield is 0.650. (4) The reactants are [C:1]([O:8][C@H:9]1[CH2:13][C@@H:12]([O:14][Si:15]([C:18]([CH3:21])([CH3:20])[CH3:19])([CH3:17])[CH3:16])[C@H:11](/[CH:22]=[CH:23]/[C@@H:24]([O:37][Si:38]([CH2:43][CH3:44])([CH2:41][CH3:42])[CH2:39][CH3:40])[CH2:25][O:26][C:27]2[CH:32]=[CH:31][CH:30]=[C:29]([C:33]([F:36])([F:35])[F:34])[CH:28]=2)[C@H:10]1[CH2:45][CH:46]=C)(=[O:7])[CH2:2][CH2:3][CH2:4][CH:5]=C. The catalyst is ClCCl.Cl[Ru](=CC1C=CC=CC=1)([P](C1CCCCC1)(C1CCCCC1)C1CCCCC1)([P](C1CCCCC1)(C1CCCCC1)C1CCCCC1)Cl. The product is [Si:15]([O:14][C@@H:12]1[CH2:13][C@@H:9]2[O:8][C:1](=[O:7])[CH2:2][CH2:3][CH2:4][CH:5]=[CH:46][CH2:45][C@@H:10]2[C@H:11]1/[CH:22]=[CH:23]/[C@@H:24]([O:37][Si:38]([CH2:41][CH3:42])([CH2:39][CH3:40])[CH2:43][CH3:44])[CH2:25][O:26][C:27]1[CH:32]=[CH:31][CH:30]=[C:29]([C:33]([F:35])([F:36])[F:34])[CH:28]=1)([C:18]([CH3:19])([CH3:20])[CH3:21])([CH3:16])[CH3:17]. The yield is 0.160. (5) The reactants are [NH2:1][C:2]1[CH:7]=[CH:6][C:5]([C:8]2[CH:13]=[CH:12][CH:11]=[C:10]([Cl:14])[CH:9]=2)=[CH:4][C:3]=1[CH:15]([OH:17])[CH3:16].Cl[C:19](Cl)([O:21]C(=O)OC(Cl)(Cl)Cl)Cl. The catalyst is C1COCC1. The product is [Cl:14][C:10]1[CH:9]=[C:8]([C:5]2[CH:6]=[CH:7][C:2]3[NH:1][C:19](=[O:21])[O:17][CH:15]([CH3:16])[C:3]=3[CH:4]=2)[CH:13]=[CH:12][CH:11]=1. The yield is 0.910. (6) The reactants are [CH3:1][O:2][C:3]1[CH:8]=[C:7]([CH3:9])[C:6]([NH:10][C:11]([NH:13]/[N:14]=[CH:15]/[C:16]2[CH:21]=[CH:20][C:19]([C:22]3[N:26]=[CH:25][N:24]([C:27]4[CH:32]=[CH:31][C:30]([O:33][C:34]([F:37])([F:36])[F:35])=[CH:29][CH:28]=4)[N:23]=3)=[CH:18][CH:17]=2)=[S:12])=[C:5]([CH3:38])[CH:4]=1.Br[CH2:40][C:41](OC)=[O:42]. The catalyst is CCO.O. The product is [CH3:1][O:2][C:3]1[CH:8]=[C:7]([CH3:9])[C:6]([N:10]2[C:41](=[O:42])[CH2:40][S:12]/[C:11]/2=[N:13]/[N:14]=[CH:15]\[C:16]2[CH:17]=[CH:18][C:19]([C:22]3[N:26]=[CH:25][N:24]([C:27]4[CH:32]=[CH:31][C:30]([O:33][C:34]([F:36])([F:37])[F:35])=[CH:29][CH:28]=4)[N:23]=3)=[CH:20][CH:21]=2)=[C:5]([CH3:38])[CH:4]=1. The yield is 0.760. (7) The reactants are C[O:2][C:3]1[CH:4]=[CH:5]C(P2(SP([C:15]3[CH:16]=[CH:17][C:18](OC)=[CH:19][CH:20]=3)(=S)S2)=[S:10])=[CH:7][CH:8]=1.[OH:23][C@@H:24]1[C@H:28]([OH:29])[C@@H:27]([CH2:30][OH:31])[O:26][C@H:25]1[C:32]([NH2:34])=[O:33].[O:35]1[CH2:40][CH2:39]OCC1. No catalyst specified. The product is [C:32]([OH:33])(=[O:35])[C:15]1[CH:16]=[CH:17][CH:18]=[CH:19][CH:20]=1.[C:40]([OH:35])(=[O:23])[C:39]1[CH:5]=[CH:4][CH:3]=[CH:8][CH:7]=1.[C:40]([OH:35])(=[O:2])[C:39]1[CH:27]=[CH:28][CH:24]=[CH:25][CH:32]=1.[OH:23][C@@H:24]1[C@H:28]([OH:29])[C@@H:27]([CH2:30][OH:31])[O:26][C@H:25]1[C:32](=[S:10])[NH2:34]. The yield is 0.680. (8) The reactants are [CH3:1][S:2]([C:5]1[CH:10]=[CH:9][C:8]([NH:11][C:12]2[C:17]([N+:18]([O-:20])=[O:19])=[C:16]([O:21][CH:22]3[CH2:27][CH2:26][NH:25][CH2:24][CH2:23]3)[N:15]=[CH:14][N:13]=2)=[CH:7][CH:6]=1)(=[O:4])=[O:3].[CH3:28][CH:29]([CH3:33])[CH2:30][CH:31]=O.[BH4-].[Na+]. The catalyst is CO. The product is [CH3:1][S:2]([C:5]1[CH:10]=[CH:9][C:8]([NH:11][C:12]2[C:17]([N+:18]([O-:20])=[O:19])=[C:16]([O:21][CH:22]3[CH2:27][CH2:26][N:25]([CH2:31][CH2:30][CH:29]([CH3:33])[CH3:28])[CH2:24][CH2:23]3)[N:15]=[CH:14][N:13]=2)=[CH:7][CH:6]=1)(=[O:4])=[O:3]. The yield is 0.360.